This data is from Reaction yield outcomes from USPTO patents with 853,638 reactions. The task is: Predict the reaction yield, written as a fraction of the theoretical maximum amount of product (1.0 means a 100% yield; for example, 0.34 means a 34% yield). (1) The reactants are [P:1]([O:13][CH2:14][C@@H:15]1[CH2:19][CH2:18][CH2:17][N:16]1[CH2:20][CH2:21][CH2:22][O:23][C:24]1[CH:33]=[C:32]2[C:27]([C:28]([NH:34][C:35]3[S:36][C:37]([CH2:40][C:41]([NH:43][C:44]4[CH:49]=[CH:48][CH:47]=[CH:46][C:45]=4[F:50])=[O:42])=[CH:38][N:39]=3)=[N:29][CH:30]=[N:31]2)=[CH:26][C:25]=1[O:51][CH3:52])([O:8]C(C)(C)C)([O:3]C(C)(C)C)=[O:2].C1(N)C(F)=C(F)C(F)=C(N)C=1F.Cl.Cl. No catalyst specified. The product is [P:1]([OH:3])([OH:8])([O:13][CH2:14][C@@H:15]1[CH2:19][CH2:18][CH2:17][N:16]1[CH2:20][CH2:21][CH2:22][O:23][C:24]1[CH:33]=[C:32]2[C:27]([C:28]([NH:34][C:35]3[S:36][C:37]([CH2:40][C:41]([NH:43][C:44]4[CH:49]=[CH:48][CH:47]=[CH:46][C:45]=4[F:50])=[O:42])=[CH:38][N:39]=3)=[N:29][CH:30]=[N:31]2)=[CH:26][C:25]=1[O:51][CH3:52])=[O:2]. The yield is 0.860. (2) The reactants are [C:1]([O:5][C:6]([C:8]([NH2:12])([OH:11])[CH2:9][CH3:10])=[O:7])([CH3:4])([CH3:3])[CH3:2].[CH3:13][C@H:14]([C:27]([OH:29])=[O:28])[C:15]1[CH:16]=[CH:17][C:18]2[CH:19]=[C:20]([O:25][CH3:26])[CH:21]=[CH:22][C:23]=2[CH:24]=1.CCN=C=NCCCN(C)C.Cl. The catalyst is ClCCl.CN(C1C=CN=CC=1)C. The product is [C:6]([C:8]([NH2:12])([OH:11])[CH2:9][CH3:10])([O:5][C:1]([CH3:2])([CH3:4])[CH3:3])=[O:7].[CH3:13][C@H:14]([C:27]([OH:29])=[O:28])[C:15]1[CH:16]=[CH:17][C:18]2[CH:19]=[C:20]([O:25][CH3:26])[CH:21]=[CH:22][C:23]=2[CH:24]=1. The yield is 0.930.